From a dataset of Forward reaction prediction with 1.9M reactions from USPTO patents (1976-2016). Predict the product of the given reaction. (1) Given the reactants [Cl:1][C:2]1[CH:3]=[C:4]2[C:9](=[CH:10][N:11]=1)[CH2:8][N:7]([C:12]1[C:17]([F:18])=[C:16]([O:19][CH3:20])[CH:15]=[C:14]([O:21][CH3:22])[C:13]=1[F:23])[C:6](=[O:24])[CH:5]2C(OCC)=O.Cl, predict the reaction product. The product is: [Cl:1][C:2]1[CH:3]=[C:4]2[C:9](=[CH:10][N:11]=1)[CH2:8][N:7]([C:12]1[C:17]([F:18])=[C:16]([O:19][CH3:20])[CH:15]=[C:14]([O:21][CH3:22])[C:13]=1[F:23])[C:6](=[O:24])[CH2:5]2. (2) The product is: [F:7][C:8]([F:39])([F:38])[C:9]1[CH:10]=[C:11]([C@H:19]2[O:23][C:22](=[O:24])[N:21]([CH2:25][C:26]3[C:27]([NH:6][CH:41]4[CH2:45][CH2:44][O:43][CH2:40]4)=[N:28][CH:29]=[C:30]([C:32]([F:35])([F:34])[F:33])[CH:31]=3)[C@H:20]2[CH3:37])[CH:12]=[C:13]([C:15]([F:18])([F:17])[F:16])[CH:14]=1. Given the reactants O1CCCC1[NH2:6].[F:7][C:8]([F:39])([F:38])[C:9]1[CH:10]=[C:11]([C@H:19]2[O:23][C:22](=[O:24])[N:21]([CH2:25][C:26]3[C:27](Cl)=[N:28][CH:29]=[C:30]([C:32]([F:35])([F:34])[F:33])[CH:31]=3)[C@H:20]2[CH3:37])[CH:12]=[C:13]([C:15]([F:18])([F:17])[F:16])[CH:14]=1.[C:40]([O:43][CH2:44][CH3:45])(=O)[CH3:41], predict the reaction product. (3) Given the reactants [CH3:1][O:2][C:3]1[CH:8]=[CH:7][CH:6]=[CH:5][C:4]=1[C:9]1[N:10]=[C:11]([NH2:14])[NH:12][CH:13]=1.CC([O-])=O.[Na+].[Cl:20][C:21]1[CH:34]=[CH:33][C:24]([CH:25]=[C:26]([C:30](=O)[CH3:31])[C:27]([NH2:29])=[O:28])=[CH:23][C:22]=1[F:35], predict the reaction product. The product is: [Cl:20][C:21]1[CH:34]=[CH:33][C:24]([CH:25]2[N:12]3[CH:13]=[C:9]([C:4]4[CH:5]=[CH:6][CH:7]=[CH:8][C:3]=4[O:2][CH3:1])[N:10]=[C:11]3[NH:14][C:30]([CH3:31])=[C:26]2[C:27]([NH2:29])=[O:28])=[CH:23][C:22]=1[F:35].